From a dataset of Forward reaction prediction with 1.9M reactions from USPTO patents (1976-2016). Predict the product of the given reaction. (1) Given the reactants [NH2:1][C:2]1[CH:3]=[C:4]([NH:9][C:10]2[N:15]=[C:14]([C:16]3[CH:17]=[N:18][CH:19]=[CH:20][CH:21]=3)[CH:13]=[CH:12][N:11]=2)[CH:5]=[CH:6][C:7]=1[CH3:8].C(N(CC)CC)C.[Cl:29][CH2:30][C:31]1[CH:39]=[CH:38][C:34]([C:35](Cl)=[O:36])=[CH:33][CH:32]=1, predict the reaction product. The product is: [Cl:29][CH2:30][C:31]1[CH:39]=[CH:38][C:34]([C:35]([NH:1][C:2]2[C:7]([CH3:8])=[CH:6][CH:5]=[C:4]([NH:9][C:10]3[N:15]=[C:14]([C:16]4[CH:17]=[N:18][CH:19]=[CH:20][CH:21]=4)[CH:13]=[CH:12][N:11]=3)[CH:3]=2)=[O:36])=[CH:33][CH:32]=1. (2) Given the reactants [N+:1]([C:4]1[CH:5]=[C:6]2[C:10](=[CH:11][CH:12]=1)[NH:9][C:8]([CH2:13][C:14]([NH2:16])=[O:15])=[C:7]2[S:17]([C:20]1[CH:25]=[C:24]([CH3:26])[CH:23]=[C:22]([CH3:27])[CH:21]=1)(=[O:19])=[O:18])([O-])=O.[H][H], predict the reaction product. The product is: [NH2:1][C:4]1[CH:5]=[C:6]2[C:10](=[CH:11][CH:12]=1)[NH:9][C:8]([CH2:13][C:14]([NH2:16])=[O:15])=[C:7]2[S:17]([C:20]1[CH:21]=[C:22]([CH3:27])[CH:23]=[C:24]([CH3:26])[CH:25]=1)(=[O:19])=[O:18]. (3) Given the reactants [CH2:1]([O:8][CH:9]([C:11]1[NH:16][C:15](=[O:17])[C:14]2=[CH:18][N:19]=[C:20](I)[N:13]2[N:12]=1)[CH3:10])[C:2]1[CH:7]=[CH:6][CH:5]=[CH:4][CH:3]=1.C([O-])([O-])=O.[Cs+].[Cs+].CC1(C)C(C)(C)OB([C:36]2[CH2:37][CH2:38][O:39][CH2:40][CH:41]=2)O1, predict the reaction product. The product is: [CH2:1]([O:8][CH:9]([C:11]1[NH:16][C:15](=[O:17])[C:14]2=[CH:18][N:19]=[C:20]([C:36]3[CH2:41][CH2:40][O:39][CH2:38][CH:37]=3)[N:13]2[N:12]=1)[CH3:10])[C:2]1[CH:7]=[CH:6][CH:5]=[CH:4][CH:3]=1.